Dataset: Peptide-MHC class I binding affinity with 185,985 pairs from IEDB/IMGT. Task: Regression. Given a peptide amino acid sequence and an MHC pseudo amino acid sequence, predict their binding affinity value. This is MHC class I binding data. (1) The peptide sequence is QAGFFLLTR. The MHC is HLA-A02:02 with pseudo-sequence HLA-A02:02. The binding affinity (normalized) is 0. (2) The peptide sequence is PFGDSYIVI. The MHC is HLA-A23:01 with pseudo-sequence HLA-A23:01. The binding affinity (normalized) is 0.391. (3) The MHC is HLA-A02:01 with pseudo-sequence HLA-A02:01. The binding affinity (normalized) is 0. The peptide sequence is GIKNLKSLL. (4) The peptide sequence is EESVYKIL. The MHC is HLA-A02:02 with pseudo-sequence HLA-A02:02. The binding affinity (normalized) is 0.110. (5) The peptide sequence is YGIPFPGSL. The MHC is HLA-B07:02 with pseudo-sequence HLA-B07:02. The binding affinity (normalized) is 0.151. (6) The peptide sequence is SFEEMYRHI. The MHC is HLA-A24:02 with pseudo-sequence HLA-A24:02. The binding affinity (normalized) is 0.194.